From a dataset of Full USPTO retrosynthesis dataset with 1.9M reactions from patents (1976-2016). Predict the reactants needed to synthesize the given product. (1) Given the product [CH2:1]([O:8][C:9](=[O:35])[NH:10][C@H:11]([C:16]([N:18]1[CH2:22][CH2:21][C@H:20]2[N:23]([C:27](=[O:34])[C:28]3[CH:29]=[CH:30][CH:31]=[CH:32][CH:33]=3)[CH2:24][C:25](=[O:26])[C@@H:19]12)=[O:17])[CH2:12][CH:13]([CH3:15])[CH3:14])[C:2]1[CH:7]=[CH:6][CH:5]=[CH:4][CH:3]=1, predict the reactants needed to synthesize it. The reactants are: [CH2:1]([O:8][C:9](=[O:35])[NH:10][C@H:11]([C:16]([N:18]1[CH2:22][CH2:21][C@H:20]2[N:23]([C:27](=[O:34])[C:28]3[CH:33]=[CH:32][CH:31]=[CH:30][CH:29]=3)[CH2:24][C@H:25]([OH:26])[C@@H:19]12)=[O:17])[CH2:12][CH:13]([CH3:15])[CH3:14])[C:2]1[CH:7]=[CH:6][CH:5]=[CH:4][CH:3]=1.CC(OI1(OC(C)=O)(OC(C)=O)OC(=O)C2C=CC=CC1=2)=O. (2) The reactants are: C(OO)(=[O:3])C.[CH2:6]([O:13][C:14]1[CH:23]=[CH:22][C:21]2[N:20]=[CH:19][C:18]3[N:24]=[C:25]([CH2:32][O:33][CH2:34][CH3:35])[N:26]([CH2:27][C:28]([CH3:31])([OH:30])[CH3:29])[C:17]=3[C:16]=2[CH:15]=1)[C:7]1[CH:12]=[CH:11][CH:10]=[CH:9][CH:8]=1. Given the product [CH2:6]([O:13][C:14]1[CH:23]=[CH:22][C:21]2[N+:20]([O-:3])=[CH:19][C:18]3[N:24]=[C:25]([CH2:32][O:33][CH2:34][CH3:35])[N:26]([CH2:27][C:28]([CH3:29])([OH:30])[CH3:31])[C:17]=3[C:16]=2[CH:15]=1)[C:7]1[CH:12]=[CH:11][CH:10]=[CH:9][CH:8]=1, predict the reactants needed to synthesize it. (3) Given the product [CH3:34][O:33][CH2:32][O:31][C:29]1[CH:30]=[C:25]([O:24][CH2:23][O:22][CH3:21])[CH:26]=[CH:27][C:28]=1[C:2]1[NH:3][C:4]2[C:9]([C:10]=1[CH:11]1[CH2:16][CH2:15][CH2:14][CH2:13][CH2:12]1)=[CH:8][CH:7]=[C:6]([C:17]([O:19][CH3:20])=[O:18])[CH:5]=2, predict the reactants needed to synthesize it. The reactants are: Br[C:2]1[NH:3][C:4]2[C:9]([C:10]=1[CH:11]1[CH2:16][CH2:15][CH2:14][CH2:13][CH2:12]1)=[CH:8][CH:7]=[C:6]([C:17]([O:19][CH3:20])=[O:18])[CH:5]=2.[CH3:21][O:22][CH2:23][O:24][C:25]1[CH:30]=[C:29]([O:31][CH2:32][O:33][CH3:34])[CH:28]=[CH:27][C:26]=1B(O)O.[Cl-].[Li+].C(=O)([O-])[O-].[Na+].[Na+]. (4) Given the product [C:26]([C:23]1[CH:24]=[CH:25][C:20]([N:14]2[CH:15]=[CH:16][C:12]([C:10]([OH:9])=[O:11])=[CH:13]2)=[N:21][CH:22]=1)#[N:27], predict the reactants needed to synthesize it. The reactants are: C(C)(C)C.C([O:9][C:10]([C:12]1[CH:16]=[CH:15][NH:14][CH:13]=1)=[O:11])(C)(C)C.[H-].[Na+].Cl[C:20]1[CH:25]=[CH:24][C:23]([C:26]#[N:27])=[CH:22][N:21]=1. (5) Given the product [CH2:1]([C:3]1[CH:8]=[CH:7][C:6]([C:9]#[C:10][C:11]2[CH:18]=[CH:17][C:14]([CH2:15][N:19]([CH2:31][CH2:32][CH2:33][CH2:34][CH2:35][CH3:36])[C:20]3[CH:21]=[CH:22][C:23]([F:30])=[C:24]([CH:29]=3)[C:25]([O:27][CH3:28])=[O:26])=[CH:13][CH:12]=2)=[CH:5][CH:4]=1)[CH3:2], predict the reactants needed to synthesize it. The reactants are: [CH2:1]([C:3]1[CH:8]=[CH:7][C:6]([C:9]#[C:10][C:11]2[CH:18]=[CH:17][C:14]([CH:15]=O)=[CH:13][CH:12]=2)=[CH:5][CH:4]=1)[CH3:2].[NH2:19][C:20]1[CH:21]=[CH:22][C:23]([F:30])=[C:24]([CH:29]=1)[C:25]([O:27][CH3:28])=[O:26].[CH:31](=O)[CH2:32][CH2:33][CH2:34][CH2:35][CH3:36].C(O[BH-](OC(=O)C)OC(=O)C)(=O)C.[Na+].C([O-])(O)=O.[Na+]. (6) Given the product [N:8]1[CH:9]=[CH:10][C:5]([C:3]2[N:4]=[C:12]([C:13]3[CH:14]=[N:15][CH:16]=[CH:17][CH:18]=3)[O:1][N:2]=2)=[CH:6][N:7]=1, predict the reactants needed to synthesize it. The reactants are: [OH:1][N:2]=[C:3]([C:5]1[CH:10]=[CH:9][N:8]=[N:7][CH:6]=1)[NH2:4].Cl.[C:12](Cl)(=O)[C:13]1[CH:18]=[CH:17][CH:16]=[N:15][CH:14]=1.N.